From a dataset of Forward reaction prediction with 1.9M reactions from USPTO patents (1976-2016). Predict the product of the given reaction. Given the reactants Cl.[CH3:2][N:3]1[CH2:8][CH2:7][N:6]([C:9]2[CH:10]=[CH:11][CH:12]=[C:13]3[C:18]=2[O:17][C:16]([C:19](O)=[O:20])=[CH:15][C:14]3=[O:22])[CH2:5][CH2:4]1.C(N(CC)CC)C.ON1C2C=CC=CC=2N=N1.[N:40]1([C:46]2[CH:52]=[CH:51][C:49]([NH2:50])=[CH:48][CH:47]=2)[CH2:45][CH2:44][O:43][CH2:42][CH2:41]1, predict the reaction product. The product is: [CH3:2][N:3]1[CH2:4][CH2:5][N:6]([C:9]2[CH:10]=[CH:11][CH:12]=[C:13]3[C:18]=2[O:17][C:16]([C:19]([NH:50][C:49]2[CH:48]=[CH:47][C:46]([N:40]4[CH2:45][CH2:44][O:43][CH2:42][CH2:41]4)=[CH:52][CH:51]=2)=[O:20])=[CH:15][C:14]3=[O:22])[CH2:7][CH2:8]1.